Dataset: Catalyst prediction with 721,799 reactions and 888 catalyst types from USPTO. Task: Predict which catalyst facilitates the given reaction. Product: [CH3:18][C:12]1[CH:13]=[N:14][CH:15]=[C:16]([CH3:17])[C:11]=1[C:7]1[C:8]([CH3:10])=[CH:9][C:4]([OH:3])=[CH:5][C:6]=1[CH3:19]. Reactant: Cl.C[O:3][C:4]1[CH:9]=[C:8]([CH3:10])[C:7]([C:11]2[C:16]([CH3:17])=[CH:15][N:14]=[CH:13][C:12]=2[CH3:18])=[C:6]([CH3:19])[CH:5]=1.N#N.[OH-].[Na+]. The catalyst class is: 803.